From a dataset of Full USPTO retrosynthesis dataset with 1.9M reactions from patents (1976-2016). Predict the reactants needed to synthesize the given product. (1) Given the product [O:8]=[C:9]1[C:17]2([CH2:22][CH2:21][O:20][CH2:19][CH2:18]2)[C:16]2[C:11](=[CH:12][CH2:13][CH2:14][CH:15]=2)[N:10]1[CH2:23][C:24]([OH:26])=[O:25], predict the reactants needed to synthesize it. The reactants are: C(C(O)=O)(F)(F)F.[O:8]=[C:9]1[C:17]2([CH2:22][CH2:21][O:20][CH2:19][CH2:18]2)[C:16]2[C:11](=[CH:12][CH:13]=[CH:14][CH:15]=2)[N:10]1[CH2:23][C:24]([O:26]C(C)(C)C)=[O:25]. (2) Given the product [N:1]1([C@@H:7]2[CH2:11][CH2:10][N:9]([C:12]3[S:13][C:14]4[CH:20]=[C:19]([C:31]5[N:36]=[C:35]([C:37]([OH:39])=[O:38])[CH:34]=[CH:33][CH:32]=5)[CH:18]=[CH:17][C:15]=4[N:16]=3)[CH2:8]2)[CH2:6][CH2:5][CH2:4][CH2:3][CH2:2]1, predict the reactants needed to synthesize it. The reactants are: [N:1]1([C@@H:7]2[CH2:11][CH2:10][N:9]([C:12]3[S:13][C:14]4[CH:20]=[C:19](B5OC(C)(C)C(C)(C)O5)[CH:18]=[CH:17][C:15]=4[N:16]=3)[CH2:8]2)[CH2:6][CH2:5][CH2:4][CH2:3][CH2:2]1.Br[C:31]1[N:36]=[C:35]([C:37]([O:39]C)=[O:38])[CH:34]=[CH:33][CH:32]=1.C([O-])([O-])=O.[K+].[K+]. (3) Given the product [F:38][C:29]1[CH:30]=[C:31]([C:34]([OH:37])([CH3:35])[CH3:36])[CH:32]=[CH:33][C:28]=1[C:22]1[S:21][C:20]([NH:19][C:2]2[CH:3]=[CH:4][CH:5]=[C:6]([C:8]([OH:10])([C:11]3[N:12]=[N:13][N:14]([CH2:16][CH2:17][OH:18])[CH:15]=3)[CH3:9])[N:7]=2)=[C:24]([C:25]([NH2:27])=[O:26])[CH:23]=1, predict the reactants needed to synthesize it. The reactants are: Br[C:2]1[N:7]=[C:6]([C:8]([C:11]2[N:12]=[N:13][N:14]([CH2:16][CH2:17][OH:18])[CH:15]=2)([OH:10])[CH3:9])[CH:5]=[CH:4][CH:3]=1.[NH2:19][C:20]1[S:21][C:22]([C:28]2[CH:33]=[CH:32][C:31]([C:34]([OH:37])([CH3:36])[CH3:35])=[CH:30][C:29]=2[F:38])=[CH:23][C:24]=1[C:25]([NH2:27])=[O:26]. (4) Given the product [F:1][C:2]1[CH:7]=[CH:6][CH:5]=[CH:4][C:3]=1[N:8]1[C:16]2[C:11](=[C:12]([N:17]3[CH2:24][C@@H:23]4[C@@H:19]([CH2:20][N:21]([C:29](=[O:30])[CH2:28][C@H:27]([OH:26])[CH3:32])[CH2:22]4)[C:18]3=[O:25])[CH:13]=[CH:14][CH:15]=2)[CH:10]=[N:9]1, predict the reactants needed to synthesize it. The reactants are: [F:1][C:2]1[CH:7]=[CH:6][CH:5]=[CH:4][C:3]=1[N:8]1[C:16]2[C:11](=[C:12]([N:17]3[CH2:24][C@@H:23]4[C@@H:19]([CH2:20][NH:21][CH2:22]4)[C:18]3=[O:25])[CH:13]=[CH:14][CH:15]=2)[CH:10]=[N:9]1.[OH:26][C@H:27]([CH3:32])[CH2:28][C:29](O)=[O:30].C(N(CC)CC)C.C(P1(=O)OP(=O)(CCC)OP(=O)(CCC)O1)CC.